From a dataset of Catalyst prediction with 721,799 reactions and 888 catalyst types from USPTO. Predict which catalyst facilitates the given reaction. Reactant: C(=O)([O-])[O-].[K+].[K+].[CH3:7][C:8]1[N:9]=[C:10]([NH:13][C:14]2[CH:19]=[C:18]([O:20][C:21]3[CH:22]=[C:23]([OH:27])[CH:24]=[CH:25][CH:26]=3)[CH:17]=[CH:16][N:15]=2)[S:11][CH:12]=1.Br[CH2:29][C:30]([O:32][C:33]([CH3:36])([CH3:35])[CH3:34])=[O:31]. Product: [CH3:7][C:8]1[N:9]=[C:10]([NH:13][C:14]2[CH:19]=[C:18]([O:20][C:21]3[CH:22]=[C:23]([CH:24]=[CH:25][CH:26]=3)[O:27][CH2:29][C:30]([O:32][C:33]([CH3:36])([CH3:35])[CH3:34])=[O:31])[CH:17]=[CH:16][N:15]=2)[S:11][CH:12]=1. The catalyst class is: 3.